This data is from Forward reaction prediction with 1.9M reactions from USPTO patents (1976-2016). The task is: Predict the product of the given reaction. (1) Given the reactants [C:1]([OH:7])([C:3]([F:6])([F:5])[F:4])=[O:2].C[O:9][C:10]1[CH:11]=[C:12]([CH:15]=[CH:16][C:17]=1[NH:18][CH:19]1[CH2:25][CH:24]2[N:26]([CH3:27])[CH:21]([CH2:22][CH2:23]2)[CH2:20]1)[C:13]#[N:14].C(N(CC)C(C1C=CC2N(C3CC4N(CCC5C=CC=CC=5)C(CC4)C3)C3C(OC=2C=1)=C(OC)C=CC=3)=O)C, predict the reaction product. The product is: [OH:9][C:10]1[CH:11]=[C:12]([CH:15]=[CH:16][C:17]=1[NH:18][CH:19]1[CH2:25][CH:24]2[N:26]([CH3:27])[CH:21]([CH2:22][CH2:23]2)[CH2:20]1)[C:13]#[N:14].[C:1]([OH:7])([C:3]([F:6])([F:5])[F:4])=[O:2]. (2) Given the reactants [Br:1][C:2]1[CH:7]=[CH:6][C:5]([N:8]2[CH2:13][CH2:12][N:11](C(=O)C(F)(F)F)[CH2:10][CH2:9]2)=[C:4]([F:20])[CH:3]=1.C(=O)([O-])[O-].[K+].[K+].Br[CH:28]([C:36]1[CH:41]=[CH:40][CH:39]=[CH:38][CH:37]=1)[C:29]([N:31]([CH2:34][CH3:35])[CH2:32][CH3:33])=[O:30], predict the reaction product. The product is: [Br:1][C:2]1[CH:7]=[CH:6][C:5]([N:8]2[CH2:9][CH2:10][N:11]([CH:28]([C:36]3[CH:41]=[CH:40][CH:39]=[CH:38][CH:37]=3)[C:29]([N:31]([CH2:34][CH3:35])[CH2:32][CH3:33])=[O:30])[CH2:12][CH2:13]2)=[C:4]([F:20])[CH:3]=1.